From a dataset of Full USPTO retrosynthesis dataset with 1.9M reactions from patents (1976-2016). Predict the reactants needed to synthesize the given product. (1) Given the product [CH3:19][O:18][C:16](=[O:17])[CH2:15][O:14][C:12]1[CH:11]=[CH:10][C:9]([F:20])=[C:8]2[C:13]=1[C:4]([O:3][CH:2]([F:33])[F:1])=[C:5]([CH2:23][C:24]1[CH:29]=[CH:28][C:27]([N:40]3[CH:39]=[CH:38][C:37]([CH:34]4[CH2:36][CH2:35]4)=[N:41]3)=[CH:26][CH:25]=1)[C:6]([CH2:21][CH3:22])=[N:7]2, predict the reactants needed to synthesize it. The reactants are: [F:1][CH:2]([F:33])[O:3][C:4]1[C:13]2[C:8](=[C:9]([F:20])[CH:10]=[CH:11][C:12]=2[O:14][CH2:15][C:16]([O:18][CH3:19])=[O:17])[N:7]=[C:6]([CH2:21][CH3:22])[C:5]=1[CH2:23][C:24]1[CH:29]=[CH:28][C:27](B(O)O)=[CH:26][CH:25]=1.[CH:34]1([C:37]2[NH:41][N:40]=[CH:39][CH:38]=2)[CH2:36][CH2:35]1. (2) Given the product [C:4](/[C:3](=[N:2]\[O:1][CH2:21][C:22]1[N:27]=[C:26]([NH:28][C:29](=[O:35])[O:30][C:31]([CH3:33])([CH3:32])[CH3:34])[CH:25]=[CH:24][CH:23]=1)/[C:6]1[CH:11]=[CH:10][CH:9]=[CH:8][CH:7]=1)#[N:5], predict the reactants needed to synthesize it. The reactants are: [OH:1]/[N:2]=[C:3](/[C:6]1[CH:11]=[CH:10][CH:9]=[CH:8][CH:7]=1)\[C:4]#[N:5].[I-].[K+].C(=O)([O-])[O-].[Cs+].[Cs+].Cl[CH2:21][C:22]1[N:27]=[C:26]([NH:28][C:29](=[O:35])[O:30][C:31]([CH3:34])([CH3:33])[CH3:32])[CH:25]=[CH:24][CH:23]=1.